This data is from Full USPTO retrosynthesis dataset with 1.9M reactions from patents (1976-2016). The task is: Predict the reactants needed to synthesize the given product. (1) Given the product [CH2:1]([C:3]1[NH:7][C:6]([C:8]([O:10][CH2:11][CH3:12])=[O:9])=[N:5][C:4]=1[I:20])[CH3:2], predict the reactants needed to synthesize it. The reactants are: [CH2:1]([C:3]1[NH:7][C:6]([C:8]([O:10][CH2:11][CH3:12])=[O:9])=[N:5][CH:4]=1)[CH3:2].C1C(=O)N([I:20])C(=O)C1. (2) Given the product [N:1]1[CH:2]=[CH:3][CH:4]=[CH:5][C:40]=1[N:35]1[CH2:36][CH2:37][C:38]2[N:39]=[C:31]([C:27]3[CH:26]=[C:25]([CH:30]=[CH:29][CH:28]=3)[C:23]#[N:24])[O:32][C:33]=2[CH2:34]1.[C:23]([C:25]1[CH:26]=[C:27]([C:31]2[O:32][C:33]3[CH2:34][N:35]([C:40]([O:42][CH2:43][C:44]4[CH:49]=[CH:48][CH:47]=[CH:46][CH:45]=4)=[O:41])[CH2:36][CH2:37][C:38]=3[N:39]=2)[CH:28]=[CH:29][CH:30]=1)#[N:24], predict the reactants needed to synthesize it. The reactants are: [N:1]1C=[CH:5][CH:4]=[CH:3][C:2]=1N1CCC2OC(C3C=C(C)C=CC=3)=NC=2C1.[C:23]([C:25]1[CH:26]=[C:27]([C:31]2[O:32][C:33]3[CH2:34][N:35]([C:40]([O:42][CH2:43][C:44]4[CH:49]=[CH:48][CH:47]=[CH:46][CH:45]=4)=[O:41])[CH2:36][CH2:37][C:38]=3[N:39]=2)[CH:28]=[CH:29][CH:30]=1)#[N:24].C(C1C=C(C=CC=1)C(O)=O)#N.